From a dataset of Forward reaction prediction with 1.9M reactions from USPTO patents (1976-2016). Predict the product of the given reaction. (1) Given the reactants [Cl:1][C:2]1[CH:3]=[CH:4][C:5]([C:9]2[N:13]([CH2:14][CH:15]3[CH2:19][CH2:18][CH2:17][CH2:16]3)[C:12]3[CH:20]=[C:21]([F:25])[C:22]([F:24])=[CH:23][C:11]=3[N:10]=2)=[C:6]([OH:8])[CH:7]=1.Br[CH2:27][C:28]1[CH:35]=[CH:34][C:31]([C:32]#[N:33])=[CH:30][C:29]=1[F:36], predict the reaction product. The product is: [Cl:1][C:2]1[CH:3]=[CH:4][C:5]([C:9]2[N:13]([CH2:14][CH:15]3[CH2:19][CH2:18][CH2:17][CH2:16]3)[C:12]3[CH:20]=[C:21]([F:25])[C:22]([F:24])=[CH:23][C:11]=3[N:10]=2)=[C:6]([CH:7]=1)[O:8][CH2:27][C:28]1[CH:35]=[CH:34][C:31]([C:32]#[N:33])=[CH:30][C:29]=1[F:36]. (2) Given the reactants [ClH:1].Cl.[NH2:3]/[C:4](=[N:25]\[OH:26])/[C:5]1[CH:24]=[CH:23][C:8]2[CH:9]=[C:10]([C:12]([NH:14][C@@H:15]3[CH:20]4[CH2:21][CH2:22][N:17]([CH2:18][CH2:19]4)[CH2:16]3)=[O:13])[S:11][C:7]=2[CH:6]=1.[H-].[Na+].[C:29](OC)(=O)[C:30]1[CH:35]=[CH:34][CH:33]=[CH:32][CH:31]=1.O, predict the reaction product. The product is: [ClH:1].[N:17]12[CH2:18][CH2:19][CH:20]([CH2:21][CH2:22]1)[C@@H:15]([NH:14][C:12]([C:10]1[S:11][C:7]3[CH:6]=[C:5]([C:4]4[N:3]=[C:29]([C:30]5[CH:35]=[CH:34][CH:33]=[CH:32][CH:31]=5)[O:26][N:25]=4)[CH:24]=[CH:23][C:8]=3[CH:9]=1)=[O:13])[CH2:16]2. (3) Given the reactants [NH:1]1[C:5]2[CH:6]=[CH:7][C:8]([NH2:10])=[CH:9][C:4]=2[N:3]=[CH:2]1.[F:11][CH:12]([F:25])[CH2:13][CH2:14][CH2:15][O:16][C:17]1[CH:24]=[CH:23][C:20]([CH:21]=O)=[CH:19][CH:18]=1.C([O:28][C:29]([CH2:31][C:32](O)=[O:33])=O)C.C(=O)(OC)OC(C)(C)C[N+]#[C-].CC(C)([O-])C.[Na+], predict the reaction product. The product is: [NH:1]1[C:5]2[CH:6]=[CH:7][C:8]([N:10]3[CH:21]([C:20]4[CH:23]=[CH:24][C:17]([O:16][CH2:15][CH2:14][CH2:13][CH:12]([F:25])[F:11])=[CH:18][CH:19]=4)[C:29](=[O:28])[CH2:31][C:32]3=[O:33])=[CH:9][C:4]=2[N:3]=[CH:2]1. (4) Given the reactants COC1C=CC(C[N:8]2[C:12]([CH2:13][NH:14]C(=O)OC(C)(C)C)=[CH:11][C:10]([C:22]([F:25])([F:24])[F:23])=[N:9]2)=CC=1.[Cl-].[Al+3].[Cl-].[Cl-].C(OCC)(=O)C.CCCCCC.Cl, predict the reaction product. The product is: [F:25][C:22]([F:23])([F:24])[C:10]1[CH:11]=[C:12]([CH2:13][NH2:14])[NH:8][N:9]=1. (5) Given the reactants CC1C=CC(S(O[CH2:12][C@@H:13]2[C@@H:17]([CH2:18][N:19]=[N+:20]=[N-:21])[O:16][C:15]([CH3:23])([CH3:22])[O:14]2)(=O)=O)=CC=1.[C:24]1(=[O:34])[NH:28][C:27](=[O:29])[C:26]2=[CH:30][CH:31]=[CH:32][CH:33]=[C:25]12.[K], predict the reaction product. The product is: [N:19]([CH2:18][C@H:17]1[O:16][C:15]([CH3:22])([CH3:23])[O:14][C@@H:13]1[CH2:12][N:28]1[C:24](=[O:34])[C:25]2[C:26](=[CH:30][CH:31]=[CH:32][CH:33]=2)[C:27]1=[O:29])=[N+:20]=[N-:21]. (6) Given the reactants [C:1]1([C:17]2[CH:22]=[CH:21][CH:20]=[CH:19][CH:18]=2)[CH:6]=[CH:5][C:4]([NH:7][C:8](=[O:16])[CH2:9][CH:10]2[CH2:15][CH2:14][NH:13][CH2:12][CH2:11]2)=[CH:3][CH:2]=1.[F:23][C:24]([F:30])([F:29])[CH2:25][C:26](Cl)=[O:27], predict the reaction product. The product is: [C:1]1([C:17]2[CH:18]=[CH:19][CH:20]=[CH:21][CH:22]=2)[CH:2]=[CH:3][C:4]([NH:7][C:8](=[O:16])[CH2:9][CH:10]2[CH2:15][CH2:14][N:13]([C:26](=[O:27])[CH2:25][C:24]([F:30])([F:29])[F:23])[CH2:12][CH2:11]2)=[CH:5][CH:6]=1. (7) Given the reactants [F:1][C:2]([F:21])([F:20])[C:3]1[CH:8]=[CH:7][C:6]([NH:9][C:10](=[O:19])[C:11](=[CH:15]OCC)[C:12]([CH3:14])=O)=[CH:5][CH:4]=1.O.[NH2:23][NH2:24], predict the reaction product. The product is: [CH3:14][C:12]1[C:11]([C:10]([NH:9][C:6]2[CH:7]=[CH:8][C:3]([C:2]([F:21])([F:20])[F:1])=[CH:4][CH:5]=2)=[O:19])=[CH:15][NH:24][N:23]=1.